From a dataset of Full USPTO retrosynthesis dataset with 1.9M reactions from patents (1976-2016). Predict the reactants needed to synthesize the given product. (1) Given the product [CH3:1][CH:2]([CH3:9])[CH2:3][CH2:4][NH:5][C:6]1[S:7][CH:11]=[C:12]([C:14]2[CH:19]=[CH:18][C:17]([C:20]([F:21])([F:22])[F:23])=[CH:16][CH:15]=2)[N:8]=1, predict the reactants needed to synthesize it. The reactants are: [CH3:1][CH:2]([CH3:9])[CH2:3][CH2:4][NH:5][C:6]([NH2:8])=[S:7].Br[CH2:11][C:12]([C:14]1[CH:19]=[CH:18][C:17]([C:20]([F:23])([F:22])[F:21])=[CH:16][CH:15]=1)=O.C([O-])(=O)C.[Na+].O. (2) The reactants are: [CH2:1]([O:3][C:4](=[O:15])[CH2:5][C:6]1[CH:11]=C[C:9](F)=[C:8](C#N)[CH:7]=1)[CH3:2].[C:16]([NH:19][OH:20])(=O)[CH3:17].C(=O)([O-])[O-].[K+].[K+].C[N:28](C=O)C. Given the product [CH2:1]([O:3][C:4](=[O:15])[CH2:5][C:6]1[CH:7]=[CH:8][C:9]2[O:20][N:19]=[C:16]([NH2:28])[C:17]=2[CH:11]=1)[CH3:2], predict the reactants needed to synthesize it. (3) The reactants are: [Cl:1][C:2]1[CH:7]=[CH:6][C:5](B2OC(C)(C)C(C)(C)O2)=[CH:4][C:3]=1[S:17]([NH:20][CH:21]1[CH2:26][CH2:25][CH:24]([OH:27])[CH2:23][CH2:22]1)(=[O:19])=[O:18].Br[C:29]1[C:30]([CH3:36])=[N:31][C:32]([NH2:35])=[N:33][CH:34]=1.C(Cl)Cl. Given the product [NH2:35][C:32]1[N:31]=[C:30]([CH3:36])[C:29]([C:5]2[CH:6]=[CH:7][C:2]([Cl:1])=[C:3]([S:17]([NH:20][CH:21]3[CH2:22][CH2:23][CH:24]([OH:27])[CH2:25][CH2:26]3)(=[O:18])=[O:19])[CH:4]=2)=[CH:34][N:33]=1, predict the reactants needed to synthesize it. (4) The reactants are: Cl.[O:2]1[CH2:8][CH2:7][CH2:6][O:5][C:4]2[C:9]([N:13]3[CH2:18][CH2:17][NH:16][CH2:15][CH2:14]3)=[CH:10][CH:11]=[CH:12][C:3]1=2.[O:19]=[C:20]1[NH:29][C:28]2[N:27]=[C:26]([O:30][CH2:31][CH2:32][CH2:33][CH:34]=O)[CH:25]=[CH:24][C:23]=2[CH2:22][CH2:21]1. Given the product [O:2]1[CH2:8][CH2:7][CH2:6][O:5][C:4]2[C:9]([N:13]3[CH2:14][CH2:15][N:16]([CH2:34][CH2:33][CH2:32][CH2:31][O:30][C:26]4[N:27]=[C:28]5[C:23]([CH2:22][CH2:21][C:20](=[O:19])[NH:29]5)=[CH:24][CH:25]=4)[CH2:17][CH2:18]3)=[CH:10][CH:11]=[CH:12][C:3]1=2, predict the reactants needed to synthesize it. (5) Given the product [O:76]([C:62]1[CH:63]=[C:64]([NH:67][C:68]([NH:70][CH:71]([CH2:74][CH3:75])[CH2:72][CH3:73])=[O:69])[CH:65]=[CH:66][C:61]=1[O:60][C:59]1[CH:79]=[CH:80][C:56]([NH:55][C:20]([C:16]2[CH:15]=[C:14]3[C:19](=[CH:18][CH:17]=2)[N:11]([CH:8]2[CH2:9][CH2:10][N:5]([CH2:1][CH2:2][CH2:3][CH3:4])[CH2:6][CH2:7]2)[CH2:12][CH2:13]3)=[O:21])=[CH:57][CH:58]=1)[CH2:77][CH3:78], predict the reactants needed to synthesize it. The reactants are: [CH2:1]([N:5]1[CH2:10][CH2:9][CH:8]([N:11]2[C:19]3[C:14](=[CH:15][C:16]([C:20](O)=[O:21])=[CH:17][CH:18]=3)[CH2:13][CH2:12]2)[CH2:7][CH2:6]1)[CH2:2][CH2:3][CH3:4].CN(C(ON1N=NC2C=CC=CC1=2)=[N+](C)C)C.[B-](F)(F)(F)F.C1C=CC2N(O)N=NC=2C=1.[NH2:55][C:56]1[CH:80]=[CH:79][C:59]([O:60][C:61]2[CH:66]=[CH:65][C:64]([NH:67][C:68]([NH:70][CH:71]([CH2:74][CH3:75])[CH2:72][CH3:73])=[O:69])=[CH:63][C:62]=2[O:76][CH2:77][CH3:78])=[CH:58][CH:57]=1.